Dataset: KCNQ2 potassium channel screen with 302,405 compounds. Task: Binary Classification. Given a drug SMILES string, predict its activity (active/inactive) in a high-throughput screening assay against a specified biological target. (1) The compound is O1CCN(CC1)C(=O)C(=O)c1c2c(n(c1)C)cccc2. The result is 0 (inactive). (2) The compound is O(c1ccc(C2NC(=O)NC2=O)cc1)CCC. The result is 0 (inactive). (3) The drug is S(=O)(=O)(N\N=c1/sc2c(n1C)cccc2)c1ccc(cc1)C. The result is 0 (inactive). (4) The compound is S(=O)(=O)(N1CC(CCC1)C(=O)Nc1cc(ccc1)C(=O)C)c1ccc(F)cc1. The result is 0 (inactive). (5) The drug is S(=O)(=O)(c1nc(oc1NCCCN1CCOCC1)c1ccccc1)c1ccc(cc1)C. The result is 0 (inactive). (6) The molecule is Clc1c(NC(=O)CS)c(cc(c1)C)C. The result is 1 (active). (7) The molecule is Clc1c(OCC(O)CS(=O)(=O)c2c(OC)cccc2)ccc(F)c1. The result is 0 (inactive).